Predict the reaction yield, written as a fraction of the theoretical maximum amount of product (1.0 means a 100% yield; for example, 0.34 means a 34% yield). From a dataset of Reaction yield outcomes from USPTO patents with 853,638 reactions. The reactants are C([O-])([O-])=O.[K+].[K+].[CH:7]([NH2:10])([CH3:9])[CH3:8].[C:11]([Si:15]([O:28][CH2:29][CH2:30][CH2:31][CH2:32][CH2:33]I)([C:22]1[CH:27]=[CH:26][CH:25]=[CH:24][CH:23]=1)[C:16]1[CH:21]=[CH:20][CH:19]=[CH:18][CH:17]=1)([CH3:14])([CH3:13])[CH3:12].O. The catalyst is C1COCC1. The product is [Si:15]([O:28][CH2:29][CH2:30][CH2:31][CH2:32][CH2:33][NH:10][CH:7]([CH3:9])[CH3:8])([C:11]([CH3:12])([CH3:13])[CH3:14])([C:22]1[CH:23]=[CH:24][CH:25]=[CH:26][CH:27]=1)[C:16]1[CH:21]=[CH:20][CH:19]=[CH:18][CH:17]=1. The yield is 0.920.